Dataset: Catalyst prediction with 721,799 reactions and 888 catalyst types from USPTO. Task: Predict which catalyst facilitates the given reaction. (1) Reactant: BrC(C)C(C1C=CC(Cl)=CC=1Cl)=O.[Cl:14][C:15]1[CH:20]=[C:19]([Cl:21])[CH:18]=[CH:17][C:16]=1[C:22]1[N:23]=[C:24]([C:28]2([C:31]3[CH:36]=[CH:35][C:34]([Cl:37])=[CH:33][C:32]=3[Cl:38])[CH2:30][CH2:29]2)[NH:25][C:26]=1[CH3:27].ClC1C=C(Cl)C=CC=1C1(C(N)=N)CC1.CCN(C(C)C)C(C)C. Product: [Cl:14][C:15]1[CH:20]=[C:19]([Cl:21])[CH:18]=[CH:17][C:16]=1[C:22]1[N:23]=[C:24]([C:28]2([C:31]3[CH:36]=[CH:35][C:34]([Cl:37])=[CH:33][C:32]=3[Cl:38])[CH2:29][CH2:30]2)[NH:25][C:26]=1[CH3:27]. The catalyst class is: 3. (2) Reactant: [OH:1][NH:2][C:3](=O)[CH3:4].CC([O-])(C)C.[K+].[C:12]([NH:16][C:17](=[O:19])[OH:18])([CH3:15])([CH3:14])[CH3:13].[C:20]([NH:24][C:25](=[O:27])[OH:26])([CH3:23])([CH3:22])[CH3:21].[NH2:28][CH2:29][C:30]1[CH:37]=C[C:33](C#N)=[C:32](F)[CH:31]=1. Product: [C:12]([NH:16][C:17](=[O:18])[OH:19])([CH3:15])([CH3:14])[CH3:13].[C:20]([NH:24][C:25](=[O:26])[OH:27])([CH3:23])([CH3:22])[CH3:21].[NH2:28][CH2:29][C:30]1[CH:31]=[CH:32][C:33]2[O:1][N:2]=[C:3]([NH2:16])[C:4]=2[CH:37]=1. The catalyst class is: 3. (3) Reactant: [OH:1][C@H:2]([CH3:20])[C@H:3]([NH:7][C:8](=[O:19])[CH2:9][N:10]1[CH2:13][C:12]2([CH2:17][CH2:16][CH2:15][NH:14]2)[C:11]1=[O:18])[C:4]([NH2:6])=[O:5].C1C=CC2N([OH:30])N=NC=2C=1.CC[N:33]=[C:34]=[N:35][CH2:36][CH2:37]CN(C)C.Cl.CC[N:45]([CH:49](C)C)C(C)C. Product: [OH:1][C@H:2]([CH3:20])[C@H:3]([NH:7][C:8](=[O:19])[CH2:9][N:10]1[CH2:13][C:12]2([CH2:17][CH2:16][CH2:15][N:14]2[C:37]([C:36]2[N:45]([CH3:49])[N:33]=[CH:34][N:35]=2)=[O:30])[C:11]1=[O:18])[C:4]([NH2:6])=[O:5]. The catalyst class is: 2. (4) Reactant: [CH3:1]C(C)([O-])C.[K+].O=[C:8]1[CH2:13][CH2:12][N:11]([C:14]([O:16][C:17]([CH3:20])([CH3:19])[CH3:18])=[O:15])[CH:10]([C:21]2[CH:26]=[CH:25][CH:24]=[CH:23][CH:22]=2)[CH2:9]1. Product: [CH2:1]=[C:8]1[CH2:13][CH2:12][N:11]([C:14]([O:16][C:17]([CH3:20])([CH3:19])[CH3:18])=[O:15])[CH:10]([C:21]2[CH:26]=[CH:25][CH:24]=[CH:23][CH:22]=2)[CH2:9]1. The catalyst class is: 597.